From a dataset of Forward reaction prediction with 1.9M reactions from USPTO patents (1976-2016). Predict the product of the given reaction. (1) Given the reactants [CH3:1][C:2]1[CH:7]=[CH:6][C:5]([S:8]([O:11][CH2:12][CH:13]2[CH2:17][C:16]3[CH:18]=[CH:19][CH:20]=[C:21](Br)[C:15]=3[O:14]2)(=[O:10])=[O:9])=[CH:4][CH:3]=1.[Cl:23][C:24]1[CH:25]=[C:26](B(O)O)[CH:27]=[CH:28][CH:29]=1.C(=O)([O-])[O-].[K+].[K+].CC1C=CC(S(OCC2CC3C(C4C=CC=CC=4)=CC=CC=3O2)(=O)=O)=CC=1, predict the reaction product. The product is: [CH3:1][C:2]1[CH:7]=[CH:6][C:5]([S:8]([O:11][CH2:12][CH:13]2[CH2:17][C:16]3[CH:18]=[CH:19][CH:20]=[C:21]([C:29]4[CH:28]=[CH:27][CH:26]=[CH:25][C:24]=4[Cl:23])[C:15]=3[O:14]2)(=[O:10])=[O:9])=[CH:4][CH:3]=1. (2) The product is: [C:1]([O:5][C:6](=[O:7])[NH:8][C@@H:9]([CH2:10][C:11](=[O:13])[N:43]1[CH2:42][CH2:41][N:40]2[C:36]([C:35]([F:46])([F:34])[F:45])=[N:37][N:38]=[C:39]2[CH2:44]1)[CH2:14][C:15]1[CH:20]=[C:19]([F:21])[C:18]([F:22])=[CH:17][C:16]=1[F:23])([CH3:2])([CH3:3])[CH3:4]. Given the reactants [C:1]([O:5][C:6]([NH:8][CH:9]([CH2:14][C:15]1[CH:20]=[C:19]([F:21])[C:18]([F:22])=[CH:17][C:16]=1[F:23])[CH2:10][C:11]([OH:13])=O)=[O:7])([CH3:4])([CH3:3])[CH3:2].CCN(C(C)C)C(C)C.Cl.[F:34][C:35]([F:46])([F:45])[C:36]1[N:40]2[CH2:41][CH2:42][NH:43][CH2:44][C:39]2=[N:38][N:37]=1.ClC1C=CC=CC=1B(O)O.C(OC(C)C)(C)C, predict the reaction product.